Dataset: Reaction yield outcomes from USPTO patents with 853,638 reactions. Task: Predict the reaction yield, written as a fraction of the theoretical maximum amount of product (1.0 means a 100% yield; for example, 0.34 means a 34% yield). (1) The reactants are [NH2:1][C@@H:2]([CH3:26])[C:3]([NH:5][C@@H:6]([CH2:17][C:18]1[CH:23]=[CH:22][C:21]([O:24][CH3:25])=[CH:20][CH:19]=1)[C:7]([O:9][CH2:10][C:11]1[CH:16]=[CH:15][CH:14]=[CH:13][CH:12]=1)=[O:8])=[O:4].CN(C(ON1N=NC2C=CC=CC1=2)=[N+](C)C)C.F[P-](F)(F)(F)(F)F.C1C=CC2N(O)N=NC=2C=1.[O:61]1[CH2:66][CH2:65][N:64]([CH2:67][C:68](O)=[O:69])[CH2:63][CH2:62]1.CCN(C(C)C)C(C)C.C([O-])(O)=O.[Na+]. The catalyst is CN(C=O)C. The product is [CH3:25][O:24][C:21]1[CH:20]=[CH:19][C:18]([CH2:17][C@H:6]([NH:5][C:3](=[O:4])[C@@H:2]([NH:1][C:68](=[O:69])[CH2:67][N:64]2[CH2:65][CH2:66][O:61][CH2:62][CH2:63]2)[CH3:26])[C:7]([O:9][CH2:10][C:11]2[CH:16]=[CH:15][CH:14]=[CH:13][CH:12]=2)=[O:8])=[CH:23][CH:22]=1. The yield is 0.890. (2) The reactants are [F:1][C:2]1[CH:16]=[CH:15][C:5]([CH2:6][O:7][C:8]2[CH:13]=[CH:12][NH:11][C:10](=[O:14])[CH:9]=2)=[CH:4][CH:3]=1.Br[C:18]1[CH:19]=[CH:20][C:21]2[C:22]3[CH2:32][CH2:31][N:30]([C:33]([O:35][C:36]([CH3:39])([CH3:38])[CH3:37])=[O:34])[CH2:29][CH2:28][C:23]=3[N:24]([CH3:27])[C:25]=2[CH:26]=1.OC1C=CC=C2C=1N=CC=C2.C([O-])([O-])=O.[Cs+].[Cs+].C. The catalyst is CS(C)=O.C(Cl)Cl.[Cu]I. The product is [F:1][C:2]1[CH:16]=[CH:15][C:5]([CH2:6][O:7][C:8]2[CH:13]=[CH:12][N:11]([C:18]3[CH:19]=[CH:20][C:21]4[C:22]5[CH2:32][CH2:31][N:30]([C:33]([O:35][C:36]([CH3:39])([CH3:38])[CH3:37])=[O:34])[CH2:29][CH2:28][C:23]=5[N:24]([CH3:27])[C:25]=4[CH:26]=3)[C:10](=[O:14])[CH:9]=2)=[CH:4][CH:3]=1. The yield is 0.640. (3) The yield is 0.460. The product is [OH:2][CH2:1][C:3]1[C:4]([C:24]([F:25])([F:27])[F:26])=[N:5][N:6]([C:14]2[CH:19]=[CH:18][C:17]([S:20]([NH2:23])(=[O:21])=[O:22])=[CH:16][CH:15]=2)[C:7]=1[C:8]1[CH:13]=[CH:12][CH:11]=[CH:10][CH:9]=1. The reactants are [CH:1]([C:3]1[C:4]([C:24]([F:27])([F:26])[F:25])=[N:5][N:6]([C:14]2[CH:19]=[CH:18][C:17]([S:20]([NH2:23])(=[O:22])=[O:21])=[CH:16][CH:15]=2)[C:7]=1[C:8]1[CH:13]=[CH:12][CH:11]=[CH:10][CH:9]=1)=[O:2].[BH4-].[Na+]. The catalyst is CO. (4) The reactants are Cl[C:2]1[CH:7]=[C:6](I)[C:5]([Cl:9])=[CH:4][N:3]=1.[NH2:10][C:11]1[CH:18]=[C:17]([F:19])[CH:16]=[CH:15][C:12]=1C#N.[O-]P(OP(OP([O-])([O-])=O)([O-])=O)(=O)[O-].[K+].[K+].[K+].[K+].[K+].C1C=CC(P(C2C(OC3C(P(C4C=CC=CC=4)C4C=CC=CC=4)=CC=CC=3)=CC=CC=2)C2C=CC=CC=2)=CC=1.[CH3:77][C:78]1[CH:82]=[C:81]([NH2:83])[N:80]([CH:84]([CH3:86])[CH3:85])[N:79]=1.[C:87](=[O:90])([O-])[O-:88].[Cs+].[Cs+].[OH-].[Na+]. The catalyst is O1CCOCC1.C([O-])(=O)C.[Pd+2].C([O-])(=O)C.C(OCC)(=O)C. The product is [Cl:9][C:5]1[C:6]([NH:10][C:11]2[CH:18]=[C:17]([F:19])[CH:16]=[CH:15][C:12]=2[C:87]([OH:88])=[O:90])=[CH:7][C:2]([NH:83][C:81]2[N:80]([CH:84]([CH3:86])[CH3:85])[N:79]=[C:78]([CH3:77])[CH:82]=2)=[N:3][CH:4]=1. The yield is 0.339.